This data is from Full USPTO retrosynthesis dataset with 1.9M reactions from patents (1976-2016). The task is: Predict the reactants needed to synthesize the given product. Given the product [OH:4][C:5]1[CH:6]=[C:7]([C:11]2[S:15][C:14]([C:16]([NH2:26])=[O:18])=[CH:13][CH:12]=2)[CH:8]=[CH:9][CH:10]=1, predict the reactants needed to synthesize it. The reactants are: O=CC[O:4][C:5]1[CH:6]=[C:7]([C:11]2[S:15][C:14]([C:16]([O:18]CC)=O)=[CH:13][CH:12]=2)[CH:8]=[CH:9][CH:10]=1.[OH-].[Li+].[Cl-].ClC=[N+:26](C)C.[OH-].[NH4+].